Task: Regression. Given two drug SMILES strings and cell line genomic features, predict the synergy score measuring deviation from expected non-interaction effect.. Dataset: NCI-60 drug combinations with 297,098 pairs across 59 cell lines (1) Drug 1: CS(=O)(=O)OCCCCOS(=O)(=O)C. Drug 2: CC1C(C(CC(O1)OC2CC(CC3=C2C(=C4C(=C3O)C(=O)C5=C(C4=O)C(=CC=C5)OC)O)(C(=O)CO)O)N)O.Cl. Cell line: HCC-2998. Synergy scores: CSS=32.5, Synergy_ZIP=-3.85, Synergy_Bliss=-5.88, Synergy_Loewe=-14.2, Synergy_HSA=-3.94. (2) Drug 1: CC1=C(C(=O)C2=C(C1=O)N3CC4C(C3(C2COC(=O)N)OC)N4)N. Drug 2: CC(C)CN1C=NC2=C1C3=CC=CC=C3N=C2N. Cell line: SN12C. Synergy scores: CSS=25.9, Synergy_ZIP=-3.63, Synergy_Bliss=-1.85, Synergy_Loewe=-8.47, Synergy_HSA=-2.60. (3) Drug 1: COC1=CC(=CC(=C1O)OC)C2C3C(COC3=O)C(C4=CC5=C(C=C24)OCO5)OC6C(C(C7C(O6)COC(O7)C8=CC=CS8)O)O. Drug 2: COCCOC1=C(C=C2C(=C1)C(=NC=N2)NC3=CC=CC(=C3)C#C)OCCOC.Cl. Cell line: SK-OV-3. Synergy scores: CSS=35.0, Synergy_ZIP=-5.29, Synergy_Bliss=0.961, Synergy_Loewe=-4.17, Synergy_HSA=3.67. (4) Drug 1: CC1CCC2CC(C(=CC=CC=CC(CC(C(=O)C(C(C(=CC(C(=O)CC(OC(=O)C3CCCCN3C(=O)C(=O)C1(O2)O)C(C)CC4CCC(C(C4)OC)OCCO)C)C)O)OC)C)C)C)OC. Drug 2: CS(=O)(=O)OCCCCOS(=O)(=O)C. Cell line: BT-549. Synergy scores: CSS=12.6, Synergy_ZIP=-3.75, Synergy_Bliss=-0.213, Synergy_Loewe=-4.40, Synergy_HSA=0.560. (5) Drug 1: CN(C)C1=NC(=NC(=N1)N(C)C)N(C)C. Drug 2: C1=NC2=C(N1)C(=S)N=C(N2)N. Cell line: SK-MEL-2. Synergy scores: CSS=8.63, Synergy_ZIP=-3.11, Synergy_Bliss=3.24, Synergy_Loewe=-12.0, Synergy_HSA=0.690.